Dataset: Forward reaction prediction with 1.9M reactions from USPTO patents (1976-2016). Task: Predict the product of the given reaction. (1) Given the reactants C(O)(=O)C.C(OC(=O)C)(=O)C.[C:12]([Si:16]([CH3:35])([CH3:34])[O:17][CH2:18][C@H:19]1[O:23][C@@H:22]([N:24]2[CH:32]=[C:30]([CH3:31])[C:28](=[O:29])[NH:27][C:25]2=[O:26])[CH2:21][C@@H:20]1[OH:33])([CH3:15])([CH3:14])[CH3:13].C([O-])(O)=O.[Na+].[CH3:41][S:42]([CH3:44])=O, predict the reaction product. The product is: [CH3:41][S:42][CH2:44][O:33][C@@H:20]1[C@@H:19]([CH2:18][O:17][Si:16]([C:12]([CH3:15])([CH3:14])[CH3:13])([CH3:35])[CH3:34])[O:23][C@@H:22]([N:24]2[CH:32]=[C:30]([CH3:31])[C:28](=[O:29])[NH:27][C:25]2=[O:26])[CH2:21]1. (2) Given the reactants Br[C:2]1[N:7]=[C:6]([CH3:8])[C:5]([C:9]([N:11]2[CH2:16][CH2:15][N:14]([C:17]3[C:22]([CH3:23])=[CH:21][C:20]([CH3:24])=[C:19]([CH3:25])[N:18]=3)[CH2:13][CH2:12]2)=[O:10])=[CH:4][CH:3]=1.[NH:26]1[CH2:30][CH2:29][CH2:28][C:27]1=[O:31], predict the reaction product. The product is: [CH3:8][C:6]1[N:7]=[C:2]([N:26]2[CH2:30][CH2:29][CH2:28][C:27]2=[O:31])[CH:3]=[CH:4][C:5]=1[C:9]([N:11]1[CH2:16][CH2:15][N:14]([C:17]2[C:22]([CH3:23])=[CH:21][C:20]([CH3:24])=[C:19]([CH3:25])[N:18]=2)[CH2:13][CH2:12]1)=[O:10]. (3) Given the reactants O[Li].O.C[O:5][C:6](=[O:22])[CH2:7][C@H:8]([C:15]1[CH:20]=[CH:19][C:18]([F:21])=[CH:17][CH:16]=1)[NH:9][CH2:10][C:11]([F:14])([F:13])[F:12], predict the reaction product. The product is: [F:21][C:18]1[CH:17]=[CH:16][C:15]([C@H:8]([NH:9][CH2:10][C:11]([F:12])([F:13])[F:14])[CH2:7][C:6]([OH:22])=[O:5])=[CH:20][CH:19]=1. (4) The product is: [Br:1][C:2]1[CH:7]=[CH:6][C:5]([O:8][CH:9]2[CH2:12][CH2:11][CH2:10]2)=[CH:4][CH:3]=1. Given the reactants [Br:1][C:2]1[CH:7]=[CH:6][C:5]([OH:8])=[CH:4][CH:3]=1.[CH:9]1(Br)[CH2:12][CH2:11][CH2:10]1.C([O-])([O-])=O.[K+].[K+], predict the reaction product. (5) Given the reactants [CH:1]([S:4]([C:7]1[CH:34]=[CH:33][C:10]([CH2:11][NH:12][C:13]([C:15]2[C:16](=[O:32])[N:17]([C:22]3[CH:27]=[CH:26][CH:25]=[C:24]([C:28]([F:31])([F:30])[F:29])[CH:23]=3)[C:18]([CH3:21])=[CH:19][CH:20]=2)=[O:14])=[CH:9][CH:8]=1)(=[O:6])=[O:5])([CH3:3])[CH3:2].C(O)(C(F)(F)F)=O.[I:42]N1C(=O)CCC1=O, predict the reaction product. The product is: [I:42][C:19]1[CH:20]=[C:15]([C:13]([NH:12][CH2:11][C:10]2[CH:9]=[CH:8][C:7]([S:4]([CH:1]([CH3:3])[CH3:2])(=[O:5])=[O:6])=[CH:34][CH:33]=2)=[O:14])[C:16](=[O:32])[N:17]([C:22]2[CH:27]=[CH:26][CH:25]=[C:24]([C:28]([F:31])([F:30])[F:29])[CH:23]=2)[C:18]=1[CH3:21]. (6) Given the reactants [C:1]([O:9][CH2:10][C:11]1[S:12][CH:13]=[C:14]([C:16]2[CH:24]=[CH:23][C:19]([C:20](O)=[O:21])=[CH:18][CH:17]=2)[N:15]=1)(=[O:8])[C:2]1[CH:7]=[CH:6][CH:5]=[CH:4][CH:3]=1.C(N1C=CN=C1)(N1C=CN=C1)=O.[BH4-].[Na+].C(=O)([O-])O.[Na+], predict the reaction product. The product is: [C:1]([O:9][CH2:10][C:11]1[S:12][CH:13]=[C:14]([C:16]2[CH:17]=[CH:18][C:19]([CH2:20][OH:21])=[CH:23][CH:24]=2)[N:15]=1)(=[O:8])[C:2]1[CH:7]=[CH:6][CH:5]=[CH:4][CH:3]=1. (7) Given the reactants Br[C:2]1[CH:19]=[C:18]([Cl:20])[CH:17]=[C:16]([Cl:21])[C:3]=1[CH2:4][N:5]1C(=O)C2C(=CC=CC=2)C1=O.[O-]P([O-])([O-])=O.[K+].[K+].[K+].C1(P([C:43]2[CH:48]=[CH:47]C=CC=2)C2C=CC=CC=2)C=CC=CC=1.C1(B(O)O)CC1.O.NN.[OH-].[Na+], predict the reaction product. The product is: [Cl:21][C:16]1[CH:17]=[C:18]([Cl:20])[CH:19]=[C:2]([CH:47]2[CH2:48][CH2:43]2)[C:3]=1[CH2:4][NH2:5]. (8) Given the reactants Br[C:2]1[CH:3]=[C:4]2[C:9](=[CH:10][CH:11]=1)[C:7](=[O:8])[O:6][CH2:5]2.[CH2:12]([Sn](CCCC)(CCCC)CCCC)[CH:13]=[CH2:14].[Cl-].[Li+], predict the reaction product. The product is: [CH2:14]([C:2]1[CH:11]=[CH:10][C:9]2[C:7](=[O:8])[O:6][CH2:5][C:4]=2[CH:3]=1)[CH:13]=[CH2:12].